Dataset: Peptide-MHC class I binding affinity with 185,985 pairs from IEDB/IMGT. Task: Regression. Given a peptide amino acid sequence and an MHC pseudo amino acid sequence, predict their binding affinity value. This is MHC class I binding data. (1) The peptide sequence is LFLAFVVFL. The MHC is HLA-A01:01 with pseudo-sequence HLA-A01:01. The binding affinity (normalized) is 0.381. (2) The peptide sequence is KLSYGIATV. The MHC is HLA-A02:06 with pseudo-sequence HLA-A02:06. The binding affinity (normalized) is 0.978. (3) The peptide sequence is RVWRGEQGK. The MHC is HLA-A26:01 with pseudo-sequence HLA-A26:01. The binding affinity (normalized) is 0.0847.